Predict the reactants needed to synthesize the given product. From a dataset of Full USPTO retrosynthesis dataset with 1.9M reactions from patents (1976-2016). (1) Given the product [CH2:14]([O:13][C:10]1[C:11](=[O:12])[N:6]2[CH:5]=[C:4]([N:25]3[CH2:30][CH2:29][O:28][CH2:27][CH2:26]3)[CH:3]=[C:2]([NH:1][C:34](=[O:35])[C:33]([N:32]([CH3:38])[CH3:31])=[O:37])[C:7]2=[N:8][C:9]=1[C:21]([O:23][CH3:24])=[O:22])[C:15]1[CH:20]=[CH:19][CH:18]=[CH:17][CH:16]=1, predict the reactants needed to synthesize it. The reactants are: [NH2:1][C:2]1[C:7]2=[N:8][C:9]([C:21]([O:23][CH3:24])=[O:22])=[C:10]([O:13][CH2:14][C:15]3[CH:20]=[CH:19][CH:18]=[CH:17][CH:16]=3)[C:11](=[O:12])[N:6]2[CH:5]=[C:4]([N:25]2[CH2:30][CH2:29][O:28][CH2:27][CH2:26]2)[CH:3]=1.[CH3:31][N:32]([CH3:38])[C:33](=[O:37])[C:34](Cl)=[O:35]. (2) Given the product [C:34]1([C:62]2[CH:67]=[CH:66][CH:65]=[CH:64][CH:63]=2)[CH:39]=[CH:38][C:37]([N:40]([C:50]2[CH:55]=[CH:54][C:53]([C:56]3[CH:61]=[CH:60][CH:59]=[CH:58][CH:57]=3)=[CH:52][CH:51]=2)[C:41]2[CH:46]=[CH:45][C:44](/[C:2](=[C:10]3\[O:9][C:8]4[C:11]([C:15]5[CH:16]=[CH:17][C:18]6[N:19]([C:28]7[CH:33]=[CH:32][CH:31]=[CH:30][CH:29]=7)[C:20]7[C:25]([C:26]=6[CH:27]=5)=[CH:24][CH:23]=[CH:22][CH:21]=7)=[CH:12][CH:13]=[CH:14][C:7]=4\[C:6]\3=[CH:5]\[CH3:4])/[CH3:3])=[CH:43][CH:42]=2)=[CH:36][CH:35]=1, predict the reactants needed to synthesize it. The reactants are: Br[C:2]1[C:10]2[O:9][C:8]3[C:11]([C:15]4[CH:16]=[CH:17][C:18]5[N:19]([C:28]6[CH:33]=[CH:32][CH:31]=[CH:30][CH:29]=6)[C:20]6[C:25]([C:26]=5[CH:27]=4)=[CH:24][CH:23]=[CH:22][CH:21]=6)=[CH:12][CH:13]=[CH:14][C:7]=3[C:6]=2[CH:5]=[CH:4][CH:3]=1.[C:34]1([C:62]2[CH:67]=[CH:66][CH:65]=[CH:64][CH:63]=2)[CH:39]=[CH:38][C:37]([N:40]([C:50]2[CH:55]=[CH:54][C:53]([C:56]3[CH:61]=[CH:60][CH:59]=[CH:58][CH:57]=3)=[CH:52][CH:51]=2)[C:41]2[CH:46]=[CH:45][C:44](B(O)O)=[CH:43][CH:42]=2)=[CH:36][CH:35]=1.P([O-])([O-])([O-])=O.[K+].[K+].[K+].C1(C)C=CC=CC=1P(C1C=CC=CC=1C)C1C=CC=CC=1C. (3) Given the product [CH:1]1([S:4]([NH:7][C:8]([C@@:10]23[CH2:12][C@H:11]2[CH:13]=[CH:31][CH2:30][CH2:29][CH2:28][CH2:27][C@@H:26]([CH2:33][O:34][CH3:35])[C@H:25]([NH:36][C:37](=[O:43])[O:38][C:39]([CH3:41])([CH3:40])[CH3:42])[C:24](=[O:44])[N:19]2[CH2:20][C@H:21]([OH:23])[CH2:22][C@H:18]2[C:16](=[O:17])[NH:15]3)=[O:9])(=[O:6])=[O:5])[CH2:2][CH2:3]1, predict the reactants needed to synthesize it. The reactants are: [CH:1]1([S:4]([NH:7][C:8]([C@@:10]2([NH:15][C:16]([C@@H:18]3[CH2:22][C@@H:21]([OH:23])[CH2:20][N:19]3[C:24](=[O:44])[C@@H:25]([NH:36][C:37](=[O:43])[O:38][C:39]([CH3:42])([CH3:41])[CH3:40])[C@H:26]([CH2:33][O:34][CH3:35])[CH2:27][CH2:28][CH2:29][CH2:30][CH:31]=C)=[O:17])[CH2:12][C@H:11]2[CH:13]=C)=[O:9])(=[O:6])=[O:5])[CH2:3][CH2:2]1. (4) The reactants are: [Br:1][C:2]1[CH:3]=[C:4]2[C:8](=[CH:9][CH:10]=1)[NH:7][C:6](=[O:11])[CH2:5]2.[NH:12]1[C:20]2[C:15](=[CH:16][CH:17]=[CH:18][CH:19]=2)[CH:14]=[C:13]1[CH:21]=O.N1CCCCC1. Given the product [Br:1][C:2]1[CH:3]=[C:4]2[C:8](=[CH:9][CH:10]=1)[NH:7][C:6](=[O:11])[C:5]2=[CH:21][C:13]1[NH:12][C:20]2[C:15]([CH:14]=1)=[CH:16][CH:17]=[CH:18][CH:19]=2, predict the reactants needed to synthesize it.